Dataset: NCI-60 drug combinations with 297,098 pairs across 59 cell lines. Task: Regression. Given two drug SMILES strings and cell line genomic features, predict the synergy score measuring deviation from expected non-interaction effect. (1) Drug 1: C1=CC(=C2C(=C1NCCNCCO)C(=O)C3=C(C=CC(=C3C2=O)O)O)NCCNCCO. Drug 2: CC1=C(C(=CC=C1)Cl)NC(=O)C2=CN=C(S2)NC3=CC(=NC(=N3)C)N4CCN(CC4)CCO. Cell line: PC-3. Synergy scores: CSS=47.7, Synergy_ZIP=3.28, Synergy_Bliss=2.83, Synergy_Loewe=9.46, Synergy_HSA=10.3. (2) Drug 1: C1CCN(CC1)CCOC2=CC=C(C=C2)C(=O)C3=C(SC4=C3C=CC(=C4)O)C5=CC=C(C=C5)O. Drug 2: B(C(CC(C)C)NC(=O)C(CC1=CC=CC=C1)NC(=O)C2=NC=CN=C2)(O)O. Cell line: A549. Synergy scores: CSS=-1.79, Synergy_ZIP=3.30, Synergy_Bliss=-0.337, Synergy_Loewe=-2.07, Synergy_HSA=-5.09. (3) Drug 1: C1C(C(OC1N2C=NC3=C(N=C(N=C32)Cl)N)CO)O. Drug 2: CC1=C(C(=O)C2=C(C1=O)N3CC4C(C3(C2COC(=O)N)OC)N4)N. Cell line: MALME-3M. Synergy scores: CSS=46.8, Synergy_ZIP=-6.20, Synergy_Bliss=3.36, Synergy_Loewe=7.99, Synergy_HSA=8.76.